This data is from NCI-60 drug combinations with 297,098 pairs across 59 cell lines. The task is: Regression. Given two drug SMILES strings and cell line genomic features, predict the synergy score measuring deviation from expected non-interaction effect. (1) Drug 1: C1=CC(=C2C(=C1NCCNCCO)C(=O)C3=C(C=CC(=C3C2=O)O)O)NCCNCCO. Drug 2: C(CCl)NC(=O)N(CCCl)N=O. Cell line: DU-145. Synergy scores: CSS=51.8, Synergy_ZIP=-2.17, Synergy_Bliss=-3.14, Synergy_Loewe=-56.8, Synergy_HSA=-5.18. (2) Drug 1: C1CCN(CC1)CCOC2=CC=C(C=C2)C(=O)C3=C(SC4=C3C=CC(=C4)O)C5=CC=C(C=C5)O. Drug 2: CC1C(C(=O)NC(C(=O)N2CCCC2C(=O)N(CC(=O)N(C(C(=O)O1)C(C)C)C)C)C(C)C)NC(=O)C3=C4C(=C(C=C3)C)OC5=C(C(=O)C(=C(C5=N4)C(=O)NC6C(OC(=O)C(N(C(=O)CN(C(=O)C7CCCN7C(=O)C(NC6=O)C(C)C)C)C)C(C)C)C)N)C. Cell line: SNB-19. Synergy scores: CSS=25.9, Synergy_ZIP=-3.99, Synergy_Bliss=-7.55, Synergy_Loewe=-19.4, Synergy_HSA=-6.34. (3) Drug 1: CCCCC(=O)OCC(=O)C1(CC(C2=C(C1)C(=C3C(=C2O)C(=O)C4=C(C3=O)C=CC=C4OC)O)OC5CC(C(C(O5)C)O)NC(=O)C(F)(F)F)O. Drug 2: C#CCC(CC1=CN=C2C(=N1)C(=NC(=N2)N)N)C3=CC=C(C=C3)C(=O)NC(CCC(=O)O)C(=O)O. Cell line: HCC-2998. Synergy scores: CSS=65.3, Synergy_ZIP=11.9, Synergy_Bliss=10.7, Synergy_Loewe=7.70, Synergy_HSA=7.49.